From a dataset of Catalyst prediction with 721,799 reactions and 888 catalyst types from USPTO. Predict which catalyst facilitates the given reaction. (1) Reactant: [NH2:1][C:2]1[C:3]([C:10]#[C:11][C:12]2[CH:17]=[CH:16][N:15]=[C:14]([NH:18][C:19](=[O:21])[CH3:20])[CH:13]=2)=[N:4][CH:5]=[C:6]([O:8][CH3:9])[CH:7]=1.CC(C)([O-])C.[K+]. Product: [CH3:9][O:8][C:6]1[CH:7]=[C:2]2[NH:1][C:11]([C:12]3[CH:17]=[CH:16][N:15]=[C:14]([NH:18][C:19](=[O:21])[CH3:20])[CH:13]=3)=[CH:10][C:3]2=[N:4][CH:5]=1. The catalyst class is: 36. (2) Reactant: [NH2:1][C:2]1[CH:10]=[CH:9][CH:8]=[C:7]2[C:3]=1[C:4](=[O:28])[N:5]([CH:12]([C:17]1[CH:22]=[CH:21][C:20]([O:23][CH3:24])=[C:19]([O:25][CH2:26][CH3:27])[CH:18]=1)[CH2:13][C:14](=[O:16])[CH3:15])[C:6]2=[O:11].[Cl:29][CH2:30][C:31](Cl)=[O:32]. Product: [Cl:29][CH2:30][C:31]([NH:1][C:2]1[CH:10]=[CH:9][CH:8]=[C:7]2[C:3]=1[C:4](=[O:28])[N:5]([CH:12]([C:17]1[CH:22]=[CH:21][C:20]([O:23][CH3:24])=[C:19]([O:25][CH2:26][CH3:27])[CH:18]=1)[CH2:13][C:14](=[O:16])[CH3:15])[C:6]2=[O:11])=[O:32]. The catalyst class is: 7. (3) Reactant: Br[C:2]1[S:6][C:5]2=[N:7][CH:8]=[C:9]([I:10])[N:4]2[N:3]=1.[C:11]([NH:14][C:15]1[CH:16]=[C:17](B(O)O)[CH:18]=[CH:19][CH:20]=1)(=[O:13])[CH3:12].C([O-])([O-])=O.[Na+].[Na+]. Product: [I:10][C:9]1[N:4]2[C:5]([S:6][C:2]([C:19]3[CH:20]=[C:15]([NH:14][C:11](=[O:13])[CH3:12])[CH:16]=[CH:17][CH:18]=3)=[N:3]2)=[N:7][CH:8]=1. The catalyst class is: 184. (4) Reactant: [CH:1]1([CH2:5][NH:6][C:7]([C:9]2[N:14]=[C:13]([O:15][CH2:16][C:17]([OH:19])=[O:18])[CH:12]=[CH:11][C:10]=2[NH:20][C:21]([C:23]2[C:32]3[C:27](=[CH:28][CH:29]=[CH:30][CH:31]=3)[C:26]([CH2:33][N:34]3[CH:38]=[CH:37][N:36]=[N:35]3)=[CH:25][CH:24]=2)=[O:22])=[O:8])[CH2:4][CH2:3][CH2:2]1.C(N(CC)CC)C.ClC(O[CH2:50][C:51]([CH3:54])([CH3:53])[CH3:52])=O. Product: [CH3:50][C:51]([CH3:54])([CH3:53])[CH2:52][O:18][C:17](=[O:19])[CH2:16][O:15][C:13]1[CH:12]=[CH:11][C:10]([NH:20][C:21]([C:23]2[C:32]3[C:27](=[CH:28][CH:29]=[CH:30][CH:31]=3)[C:26]([CH2:33][N:34]3[CH:38]=[CH:37][N:36]=[N:35]3)=[CH:25][CH:24]=2)=[O:22])=[C:9]([C:7](=[O:8])[NH:6][CH2:5][CH:1]2[CH2:4][CH2:3][CH2:2]2)[N:14]=1. The catalyst class is: 112. (5) Reactant: [C:1]([CH2:4][CH2:5][CH2:6][NH:7][C:8](=[O:14])[O:9][C:10]([CH3:13])([CH3:12])[CH3:11])([OH:3])=O.[CH2:15]1[CH2:20][CH2:19][CH:18]([N:21]=C=[N:21][CH:18]2[CH2:19][CH2:20][CH2:15][CH2:16][CH2:17]2)[CH2:17][CH2:16]1.NC1C=CC=CC=1. Product: [C:18]1([NH:21][C:1]([CH2:4][CH2:5][CH2:6][NH:7][C:8](=[O:14])[O:9][C:10]([CH3:13])([CH3:12])[CH3:11])=[O:3])[CH:19]=[CH:20][CH:15]=[CH:16][CH:17]=1. The catalyst class is: 2. (6) Reactant: C[O:2][C:3]([C:5]1[CH:10]=[CH:9][C:8]([CH3:11])=[C:7]([N:12]2[CH2:17][CH2:16][N:15]([C:18]3[CH:23]=[C:22]([C:24]4[CH:29]=[CH:28][C:27]([F:30])=[CH:26][CH:25]=4)[N:21]=[C:20]([N:31]4[CH2:35][CH2:34][CH2:33][C@H:32]4[CH3:36])[N:19]=3)[C@H:14]([CH3:37])[CH2:13]2)[N:6]=1)=[O:4].O.O[Li].O. The catalyst class is: 1. Product: [F:30][C:27]1[CH:26]=[CH:25][C:24]([C:22]2[N:21]=[C:20]([N:31]3[CH2:35][CH2:34][CH2:33][C@H:32]3[CH3:36])[N:19]=[C:18]([N:15]3[CH2:16][CH2:17][N:12]([C:7]4[N:6]=[C:5]([C:3]([OH:4])=[O:2])[CH:10]=[CH:9][C:8]=4[CH3:11])[CH2:13][C@H:14]3[CH3:37])[CH:23]=2)=[CH:29][CH:28]=1. (7) Reactant: [CH3:1][C:2]1[C:7]([C:8]([O:10]C)=[O:9])=[CH:6][C:5]([C:12]2[CH:13]=[CH:14][C:15](=[O:21])[N:16]([CH:18]([CH3:20])[CH3:19])[N:17]=2)=[C:4]([C:22]2[CH:27]=[CH:26][CH:25]=[CH:24][CH:23]=2)[N:3]=1.[OH-].[Na+]. Product: [CH3:1][C:2]1[C:7]([C:8]([OH:10])=[O:9])=[CH:6][C:5]([C:12]2[CH:13]=[CH:14][C:15](=[O:21])[N:16]([CH:18]([CH3:20])[CH3:19])[N:17]=2)=[C:4]([C:22]2[CH:23]=[CH:24][CH:25]=[CH:26][CH:27]=2)[N:3]=1. The catalyst class is: 57. (8) Reactant: [Br:1][C:2]1[CH:6]=[N:5][N:4]([CH3:7])[C:3]=1[NH:8][C:9]1[CH:14]=[CH:13][CH:12]=[C:11](I)[CH:10]=1.[F:16][C:17]1[CH:22]=[CH:21][CH:20]=[CH:19][C:18]=1B(O)O.C(=O)([O-])[O-].[Cs+].[Cs+].COCCOC. Product: [Br:1][C:2]1[CH:6]=[N:5][N:4]([CH3:7])[C:3]=1[NH:8][C:9]1[CH:10]=[C:11]([C:18]2[CH:19]=[CH:20][CH:21]=[CH:22][C:17]=2[F:16])[CH:12]=[CH:13][CH:14]=1. The catalyst class is: 690. (9) Reactant: [C:1]([O:4][C:5]1[CH:14]=[C:13]2[C:8]([C:9](=[O:25])[C:10]([C:15]3[CH:20]=[CH:19][C:18]([O:21][CH3:22])=[C:17]([O:23][CH3:24])[CH:16]=3)=[CH:11][O:12]2)=[CH:7][CH:6]=1)(=[O:3])[CH3:2].[H][H]. Product: [C:1]([O:4][C:5]1[CH:14]=[C:13]2[C:8]([CH:9]([OH:25])[CH:10]([C:15]3[CH:20]=[CH:19][C:18]([O:21][CH3:22])=[C:17]([O:23][CH3:24])[CH:16]=3)[CH2:11][O:12]2)=[CH:7][CH:6]=1)(=[O:3])[CH3:2]. The catalyst class is: 29.